From a dataset of Reaction yield outcomes from USPTO patents with 853,638 reactions. Predict the reaction yield, written as a fraction of the theoretical maximum amount of product (1.0 means a 100% yield; for example, 0.34 means a 34% yield). (1) The reactants are [C:1]1([S:7]([C:10]2[C@@H:11]([OH:35])[C@@H:12]([O:27][Si:28]([C:31]([CH3:34])([CH3:33])[CH3:32])([CH3:30])[CH3:29])[C@H:13]([CH3:26])[C@H:14]([O:18][Si:19]([C:22]([CH3:25])([CH3:24])[CH3:23])([CH3:21])[CH3:20])[C@@H:15]([CH3:17])[CH:16]=2)(=[O:9])=[O:8])[CH:6]=[CH:5][CH:4]=[CH:3][CH:2]=1.[CH3:36]I.[OH-].[K+].O. The catalyst is CS(C)=O.C(OCC)(=O)C.CCCCCC. The product is [C:1]1([S:7]([C:10]2[C@@H:11]([O:35][CH3:36])[C@@H:12]([O:27][Si:28]([C:31]([CH3:33])([CH3:32])[CH3:34])([CH3:29])[CH3:30])[C@H:13]([CH3:26])[C@H:14]([O:18][Si:19]([C:22]([CH3:24])([CH3:25])[CH3:23])([CH3:21])[CH3:20])[C@@H:15]([CH3:17])[CH:16]=2)(=[O:8])=[O:9])[CH:2]=[CH:3][CH:4]=[CH:5][CH:6]=1. The yield is 0.940. (2) The reactants are [Br:1][C:2]1[CH:7]=[CH:6][CH:5]=[C:4](/[CH:8]=[CH:9]/[N:10]=[C:11]=[O:12])[CH:3]=1.C(N(CCCC)CCCC)CCC.O(C1C=CC=CC=1)C1C=CC=CC=1. The catalyst is C1(C)C=CC=CC=1. The product is [Br:1][C:2]1[CH:3]=[C:4]2[C:5](=[CH:6][CH:7]=1)[C:11](=[O:12])[NH:10][CH:9]=[CH:8]2. The yield is 0.300. (3) The reactants are [N:1]1[C:8](Cl)=[N:7][C:5]([Cl:6])=[N:4][C:2]=1[Cl:3].C(=O)(O)[O-].[K+].[CH:15]1([CH2:21][OH:22])[CH2:20][CH2:19][CH2:18][CH2:17][CH2:16]1. The catalyst is C1(C)C=CC=CC=1.C1OCCOCCOCCOCCOCCOC1. The product is [Cl:3][C:2]1[N:4]=[C:5]([Cl:6])[N:7]=[C:8]([O:22][CH2:21][CH:15]2[CH2:20][CH2:19][CH2:18][CH2:17][CH2:16]2)[N:1]=1. The yield is 0.990. (4) The product is [Cl:31][CH2:30][CH2:29][CH2:28][CH2:27][O:1][C:2]1[CH:7]=[CH:6][C:5]([NH:8][CH:9]=[C:10]2[C:18]3[C:13](=[CH:14][CH:15]=[CH:16][CH:17]=3)[NH:12][C:11]2=[O:19])=[CH:4][CH:3]=1. The catalyst is CN(C=O)C. The yield is 0.470. The reactants are [OH:1][C:2]1[CH:7]=[CH:6][C:5]([NH:8][CH:9]=[C:10]2[C:18]3[C:13](=[CH:14][CH:15]=[CH:16][CH:17]=3)[NH:12][C:11]2=[O:19])=[CH:4][CH:3]=1.C(=O)([O-])[O-].[K+].[K+].Br[CH2:27][CH2:28][CH2:29][CH2:30][Cl:31]. (5) The reactants are Br[C:2]1[CH:11]=[C:10]2[C:5]([CH:6]=[C:7]([NH:36][C:37](=[O:46])[O:38][CH2:39][C:40]3[CH:45]=[CH:44][CH:43]=[CH:42][CH:41]=3)[C:8]([C:12]([NH:14][C:15]3[CH:16]=[N:17][CH:18]=[CH:19][C:20]=3[N:21]3[CH2:26][C@H:25]([CH3:27])[CH2:24][C@H:23]([NH:28][C:29]([O:31][C:32]([CH3:35])([CH3:34])[CH3:33])=[O:30])[CH2:22]3)=[O:13])=[N:9]2)=[CH:4][CH:3]=1.[O-]P([O-])([O-])=O.[K+].[K+].[K+].O1CCOCC1.[CH3:61][N:62]1[CH2:67][CH:66]=[C:65](B2OC(C)(C)C(C)(C)O2)[CH2:64][CH2:63]1. The catalyst is C1(P(C2CCCCC2)C2C=CC=CC=2C2C(C(C)C)=CC(C(C)C)=CC=2C(C)C)CCCCC1.NC1C=CC=CC=1C1C=CC=CC=1[Pd]Cl.O. The product is [C:32]([O:31][C:29]([NH:28][C@H:23]1[CH2:24][C@@H:25]([CH3:27])[CH2:26][N:21]([C:20]2[CH:19]=[CH:18][N:17]=[CH:16][C:15]=2[NH:14][C:12]([C:8]2[C:7]([NH:36][C:37](=[O:46])[O:38][CH2:39][C:40]3[CH:41]=[CH:42][CH:43]=[CH:44][CH:45]=3)=[CH:6][C:5]3[C:10](=[CH:11][C:2]([C:65]4[CH2:66][CH2:67][N:62]([CH3:61])[CH2:63][CH:64]=4)=[CH:3][CH:4]=3)[N:9]=2)=[O:13])[CH2:22]1)=[O:30])([CH3:35])([CH3:34])[CH3:33]. The yield is 0.300.